The task is: Predict the reactants needed to synthesize the given product.. This data is from Full USPTO retrosynthesis dataset with 1.9M reactions from patents (1976-2016). (1) Given the product [Cl:3][C:4]1[C:9]([O:10][CH2:11][CH2:12][F:13])=[CH:8][C:7]([N:14]2[CH2:15][CH2:16][N:17]([C:36](=[O:37])[CH2:35][N:28]3[C:29]4=[N:30][CH:31]=[CH:32][CH:33]=[C:34]4[C:26]([C:22]4[NH:21][CH:25]=[CH:24][N:23]=4)=[N:27]3)[CH2:18][CH2:19]2)=[C:6]([F:20])[CH:5]=1, predict the reactants needed to synthesize it. The reactants are: Cl.Cl.[Cl:3][C:4]1[C:9]([O:10][CH2:11][CH2:12][F:13])=[CH:8][C:7]([N:14]2[CH2:19][CH2:18][NH:17][CH2:16][CH2:15]2)=[C:6]([F:20])[CH:5]=1.[NH:21]1[CH:25]=[CH:24][N:23]=[C:22]1[C:26]1[C:34]2[C:29](=[N:30][CH:31]=[CH:32][CH:33]=2)[N:28]([CH2:35][C:36](O)=[O:37])[N:27]=1. (2) Given the product [Cl:53][C:32]1[C:33]([NH:35][C:36]2[CH:41]=[CH:40][C:39]([P:42]3(=[O:50])[CH2:47][CH2:46][N:45]([CH2:48][CH3:49])[CH2:44][CH2:43]3)=[CH:38][C:37]=2[O:51][CH3:52])=[N:34][C:29]([NH:62][C:60]2[O:61][C:57]([CH:54]3[CH2:56][CH2:55]3)=[CH:58][N:59]=2)=[N:30][CH:31]=1, predict the reactants needed to synthesize it. The reactants are: C(N1CCP(C2C=CC(N)=C(OC)C=2)(=O)CC1)C.ClC1N=C(Cl)C(Cl)=CN=1.Cl[C:29]1[N:34]=[C:33]([NH:35][C:36]2[CH:41]=[CH:40][C:39]([P:42]3(=[O:50])[CH2:47][CH2:46][N:45]([CH2:48][CH3:49])[CH2:44][CH2:43]3)=[CH:38][C:37]=2[O:51][CH3:52])[C:32]([Cl:53])=[CH:31][N:30]=1.[CH:54]1([C:57]2[O:61][C:60]([NH2:62])=[N:59][CH:58]=2)[CH2:56][CH2:55]1. (3) Given the product [C:1]([C:5]1[CH:6]=[CH:7][C:8]([CH2:9][NH:10][C:18]([NH:25][C:26]2[C:31]3[O:32][CH2:33][C:34](=[O:36])[NH:35][C:30]=3[CH:29]=[CH:28][CH:27]=2)=[O:19])=[CH:11][CH:12]=1)([CH3:4])([CH3:2])[CH3:3], predict the reactants needed to synthesize it. The reactants are: [C:1]([C:5]1[CH:12]=[CH:11][C:8]([CH2:9][NH2:10])=[CH:7][CH:6]=1)([CH3:4])([CH3:3])[CH3:2].C1N=CN([C:18](N2C=NC=C2)=[O:19])C=1.[NH2:25][C:26]1[C:31]2[O:32][CH2:33][C:34](=[O:36])[NH:35][C:30]=2[CH:29]=[CH:28][CH:27]=1.